This data is from Retrosynthesis with 50K atom-mapped reactions and 10 reaction types from USPTO. The task is: Predict the reactants needed to synthesize the given product. (1) Given the product CCOC(=O)C(C)(C)NC(=O)c1nnc2ccc(NCCCN3CCC(OC(c4ccccc4)c4ccccc4)CC3)nn12, predict the reactants needed to synthesize it. The reactants are: CCOC(=O)C(C)(C)NC(=O)c1nnc2ccc(Cl)nn12.NCCCN1CCC(OC(c2ccccc2)c2ccccc2)CC1. (2) Given the product COC(=O)Cc1ccc(C#Cc2cc(OC)c3c(c2)C(C)(C)CCC3N(C)C2CC2)cc1F, predict the reactants needed to synthesize it. The reactants are: C#Cc1cc(OC)c2c(c1)C(C)(C)CCC2N(C)C1CC1.COC(=O)Cc1ccc(I)cc1F. (3) Given the product COc1cc(Cl)c(C2CC2)cc1N, predict the reactants needed to synthesize it. The reactants are: COc1cc(Cl)c(I)cc1N.OB(O)C1CC1. (4) Given the product O=C(O)c1c[nH]c(-c2ccc(Cl)cc2F)n1, predict the reactants needed to synthesize it. The reactants are: CCOC(=O)c1c[nH]c(-c2ccc(Cl)cc2F)n1. (5) Given the product COc1ccc(-c2ccccn2)nn1, predict the reactants needed to synthesize it. The reactants are: CCCC[Sn](CCCC)(CCCC)c1ccccn1.COc1ccc(Cl)nn1. (6) Given the product Cn1c(C(O)C(F)(F)F)cc(=O)c(OCc2ccccc2)c1CO, predict the reactants needed to synthesize it. The reactants are: BrCc1ccccc1.Cn1c(C(O)C(F)(F)F)cc(=O)c(O)c1CO. (7) Given the product COc1ccc(-c2ccc(-c3nc(CCN4CCC[C@H]4C)c(C)o3)cc2)cc1, predict the reactants needed to synthesize it. The reactants are: COc1ccc(B(O)O)cc1.Cc1oc(-c2ccc(Br)cc2)nc1CCN1CCC[C@H]1C.